This data is from Full USPTO retrosynthesis dataset with 1.9M reactions from patents (1976-2016). The task is: Predict the reactants needed to synthesize the given product. (1) Given the product [NH2:16][C:15]1[C:10]([C:7]2[CH:8]=[CH:9][C:4]([O:3][CH2:1][CH3:2])=[C:5]([O:19][CH3:20])[CH:6]=2)=[N:11][CH:12]=[CH:13][CH:14]=1, predict the reactants needed to synthesize it. The reactants are: [CH2:1]([O:3][C:4]1[CH:9]=[CH:8][C:7]([C:10]2[C:15]([N+:16]([O-])=O)=[CH:14][CH:13]=[CH:12][N:11]=2)=[CH:6][C:5]=1[O:19][CH3:20])[CH3:2]. (2) Given the product [OH:53][C:38]1[CH:9]=[CH:10][C:11]([C:12]([O:14][CH3:15])=[O:13])=[CH:39][C:37]=1[I:36], predict the reactants needed to synthesize it. The reactants are: CC(OC(N[C@@H:9](CC1C=CC(C2N=C3C(C)=CC=CN3C=2)=CC=1)[CH2:10][CH2:11][C:12]([O:14][C:15](C)(C)C)=[O:13])=O)(C)C.[I:36][CH:37]([CH3:39])[CH3:38].CCN(C(C)C)C(C)C.CN(C=[O:53])C. (3) Given the product [CH3:25][C:17]([S:16][C:13]1[CH:14]=[CH:15][C:10]([CH2:9][NH:8][C:4]2[CH:3]=[C:2]([C:33]3[CH:32]=[CH:31][CH:30]=[C:29]([C:28]([F:39])([F:38])[F:27])[CH:34]=3)[N:7]=[CH:6][N:5]=2)=[CH:11][CH:12]=1)([CH3:26])[C:18]([O:20][C:21]([CH3:24])([CH3:23])[CH3:22])=[O:19], predict the reactants needed to synthesize it. The reactants are: Cl[C:2]1[N:7]=[CH:6][N:5]=[C:4]([NH:8][CH2:9][C:10]2[CH:15]=[CH:14][C:13]([S:16][C:17]([CH3:26])([CH3:25])[C:18]([O:20][C:21]([CH3:24])([CH3:23])[CH3:22])=[O:19])=[CH:12][CH:11]=2)[CH:3]=1.[F:27][C:28]([F:39])([F:38])[C:29]1[CH:30]=[C:31](B(O)O)[CH:32]=[CH:33][CH:34]=1.C(=O)([O-])[O-].[K+].[K+].